From a dataset of Full USPTO retrosynthesis dataset with 1.9M reactions from patents (1976-2016). Predict the reactants needed to synthesize the given product. (1) Given the product [Cl:1][C:2]1[CH:10]=[CH:9][C:8]2[N:7](/[CH:11]=[C:12](\[CH:21]3[CH2:22][CH2:23][CH2:24]3)/[C:14]3[CH:19]=[CH:18][C:17]([F:20])=[CH:16][CH:15]=3)[C:6]3[CH2:25][CH2:26][N:27]([CH3:29])[CH2:28][C:5]=3[C:4]=2[CH:3]=1, predict the reactants needed to synthesize it. The reactants are: [Cl:1][C:2]1[CH:10]=[CH:9][C:8]2[N:7]([CH2:11][C:12]([CH:21]3[CH2:24][CH2:23][CH2:22]3)([C:14]3[CH:19]=[CH:18][C:17]([F:20])=[CH:16][CH:15]=3)O)[C:6]3[CH2:25][CH2:26][N:27]([CH3:29])[CH2:28][C:5]=3[C:4]=2[CH:3]=1.[OH-].[K+]. (2) Given the product [CH2:1]([O:3][C:4]([C@@H:6]1[CH2:10][C@H:9]([OH:11])[CH2:8][C@H:7]1[C:12]([N:14]1[CH2:15][CH2:16][O:17][CH2:18][CH2:19]1)=[O:13])=[O:5])[CH3:2], predict the reactants needed to synthesize it. The reactants are: [CH2:1]([O:3][C:4]([C@@H:6]1[CH2:10][C:9](=[O:11])[CH2:8][C@H:7]1[C:12]([N:14]1[CH2:19][CH2:18][O:17][CH2:16][CH2:15]1)=[O:13])=[O:5])[CH3:2].C1N(CCS(O)(=O)=O)CCOC1.O=C[C@@H]([C@H]([C@@H]([C@@H](CO)O)O)O)O.[Cl-].[Mg+2].[Cl-].C1C=[N+]([C@@H]2O[C@H](COP(OP(OC[C@H]3O[C@@H](N4C5N=CN=C(N)C=5N=C4)[C@H](OP(O)(O)=O)[C@@H]3O)(O)=O)(O)=O)[C@@H](O)[C@H]2O)C=C(C(N)=O)C=1.[OH-].[Na+].[Cl-].[Na+].